Task: Regression. Given two drug SMILES strings and cell line genomic features, predict the synergy score measuring deviation from expected non-interaction effect.. Dataset: NCI-60 drug combinations with 297,098 pairs across 59 cell lines (1) Drug 1: CC1=C2C(C(=O)C3(C(CC4C(C3C(C(C2(C)C)(CC1OC(=O)C(C(C5=CC=CC=C5)NC(=O)OC(C)(C)C)O)O)OC(=O)C6=CC=CC=C6)(CO4)OC(=O)C)OC)C)OC. Drug 2: CS(=O)(=O)OCCCCOS(=O)(=O)C. Cell line: NCI-H226. Synergy scores: CSS=22.8, Synergy_ZIP=-4.93, Synergy_Bliss=-3.72, Synergy_Loewe=-18.3, Synergy_HSA=-3.40. (2) Drug 1: CC(CN1CC(=O)NC(=O)C1)N2CC(=O)NC(=O)C2. Drug 2: C1C(C(OC1N2C=NC3=C2NC=NCC3O)CO)O. Cell line: HCT-15. Synergy scores: CSS=35.0, Synergy_ZIP=-5.45, Synergy_Bliss=3.35, Synergy_Loewe=0.703, Synergy_HSA=3.57. (3) Drug 2: COCCOC1=C(C=C2C(=C1)C(=NC=N2)NC3=CC=CC(=C3)C#C)OCCOC.Cl. Cell line: UACC-257. Drug 1: CC1=C2C(C(=O)C3(C(CC4C(C3C(C(C2(C)C)(CC1OC(=O)C(C(C5=CC=CC=C5)NC(=O)OC(C)(C)C)O)O)OC(=O)C6=CC=CC=C6)(CO4)OC(=O)C)O)C)O. Synergy scores: CSS=5.73, Synergy_ZIP=-0.986, Synergy_Bliss=-2.56, Synergy_Loewe=1.99, Synergy_HSA=-1.82.